Dataset: Full USPTO retrosynthesis dataset with 1.9M reactions from patents (1976-2016). Task: Predict the reactants needed to synthesize the given product. Given the product [F:1][C:2]([F:7])([F:6])[C:3]([OH:5])=[O:4].[F:8][C:9]([F:14])([F:13])[C:10]([OH:12])=[O:11].[Cl:22][C:23]1[CH:24]=[N:25][C:26]2[NH:27][C:28]3[CH:29]=[N:30][CH:31]=[C:32]([CH:54]=3)[CH2:33][CH2:34][C:35]3[CH:43]=[C:39]([NH:40][C:41]=1[N:42]=2)[CH:38]=[CH:37][C:36]=3[NH:44][C:45](=[O:53])[CH2:46][C@@H:47]1[CH2:52][CH2:51][CH2:50][N:49]([C:62]([NH:61][C:55]2[CH:60]=[CH:59][CH:58]=[CH:57][CH:56]=2)=[O:63])[CH2:48]1, predict the reactants needed to synthesize it. The reactants are: [F:1][C:2]([F:7])([F:6])[C:3]([OH:5])=[O:4].[F:8][C:9]([F:14])([F:13])[C:10]([OH:12])=[O:11].FC(F)(F)C(O)=O.[Cl:22][C:23]1[CH:24]=[N:25][C:26]2[NH:27][C:28]3[CH:29]=[N:30][CH:31]=[C:32]([CH:54]=3)[CH2:33][CH2:34][C:35]3[CH:43]=[C:39]([NH:40][C:41]=1[N:42]=2)[CH:38]=[CH:37][C:36]=3[NH:44][C:45](=[O:53])[CH2:46][C@@H:47]1[CH2:52][CH2:51][CH2:50][NH:49][CH2:48]1.[C:55]1([N:61]=[C:62]=[O:63])[CH:60]=[CH:59][CH:58]=[CH:57][CH:56]=1.